The task is: Predict the reaction yield, written as a fraction of the theoretical maximum amount of product (1.0 means a 100% yield; for example, 0.34 means a 34% yield).. This data is from Reaction yield outcomes from USPTO patents with 853,638 reactions. (1) The catalyst is CN(C)C=O. The product is [C:1]([C:5]1[CH:9]=[C:8](/[CH:10]=[CH:11]/[C:12]([NH:35][S:32]([CH2:27][CH2:28][CH2:29][CH2:30][CH3:31])(=[O:34])=[O:33])=[O:13])[N:7]([CH2:15][C:16]2[CH:21]=[CH:20][C:19]([C:22]([F:24])([F:23])[F:25])=[CH:18][C:17]=2[Cl:26])[N:6]=1)([CH3:3])([CH3:4])[CH3:2]. The reactants are [C:1]([C:5]1[CH:9]=[C:8](/[CH:10]=[CH:11]/[C:12](O)=[O:13])[N:7]([CH2:15][C:16]2[CH:21]=[CH:20][C:19]([C:22]([F:25])([F:24])[F:23])=[CH:18][C:17]=2[Cl:26])[N:6]=1)([CH3:4])([CH3:3])[CH3:2].[CH2:27]([S:32]([NH2:35])(=[O:34])=[O:33])[CH2:28][CH2:29][CH2:30][CH3:31].N12CCCN=C1CCCCC2. The yield is 0.350. (2) The reactants are [C:1]([O:4][CH2:5][CH2:6][O:7][C:8]1[CH:13]=[CH:12][C:11]([N+:14]([O-])=O)=[C:10]([C:17]([F:20])([F:19])[F:18])[CH:9]=1)(=[O:3])[CH3:2].[H][H]. The catalyst is [C].[Pd].C(OCC)(=O)C. The product is [C:1]([O:4][CH2:5][CH2:6][O:7][C:8]1[CH:13]=[CH:12][C:11]([NH2:14])=[C:10]([C:17]([F:18])([F:19])[F:20])[CH:9]=1)(=[O:3])[CH3:2]. The yield is 1.00.